From a dataset of Reaction yield outcomes from USPTO patents with 853,638 reactions. Predict the reaction yield, written as a fraction of the theoretical maximum amount of product (1.0 means a 100% yield; for example, 0.34 means a 34% yield). (1) The reactants are [C:1]1([CH:8]=[CH:7][CH:6]=[C:4]([OH:5])[CH:3]=1)[OH:2].Br[C:10]1[CH:15]=[CH:14][CH:13]=[CH:12][N:11]=1.CN1C=CN=C1.C(=O)([O-])[O-].[K+].[K+]. The catalyst is [Cu]I.N1C=CC=CC=1. The product is [N:11]1[CH:12]=[CH:13][CH:14]=[CH:15][C:10]=1[O:2][C:1]1[CH:3]=[C:4]([OH:5])[CH:6]=[CH:7][CH:8]=1. The yield is 0.550. (2) The reactants are [F:1][C:2]1[CH:7]=[CH:6][C:5]([CH2:8][C:9](=O)[CH3:10])=[C:4]([N+:12]([O-])=O)[CH:3]=1.[H][H]. The catalyst is [Pd].C(O)CCC. The product is [F:1][C:2]1[CH:3]=[C:4]2[C:5]([CH:8]=[C:9]([CH3:10])[NH:12]2)=[CH:6][CH:7]=1. The yield is 0.700. (3) The reactants are [CH3:1][O:2][C:3]1[C:10]([C:11]2[S:12][CH:13]=[CH:14][CH:15]=2)=[CH:9][C:6]([CH:7]=O)=[C:5]([O:16][CH2:17][C:18]([N:20]2[CH2:25][CH2:24][O:23][CH2:22][CH2:21]2)=[O:19])[CH:4]=1.[C:26]([C:29]1[CH:37]=[CH:36][C:32]([C:33]([OH:35])=[O:34])=[CH:31][CH:30]=1)(=[O:28])[CH3:27]. No catalyst specified. The product is [CH3:1][O:2][C:3]1[C:10]([C:11]2[S:12][CH:13]=[CH:14][CH:15]=2)=[CH:9][C:6](/[CH:7]=[CH:27]/[C:26]([C:29]2[CH:37]=[CH:36][C:32]([C:33]([OH:35])=[O:34])=[CH:31][CH:30]=2)=[O:28])=[C:5]([O:16][CH2:17][C:18]([N:20]2[CH2:21][CH2:22][O:23][CH2:24][CH2:25]2)=[O:19])[CH:4]=1. The yield is 0.700.